From a dataset of Experimentally validated miRNA-target interactions with 360,000+ pairs, plus equal number of negative samples. Binary Classification. Given a miRNA mature sequence and a target amino acid sequence, predict their likelihood of interaction. (1) The miRNA is hsa-miR-892a with sequence CACUGUGUCCUUUCUGCGUAG. The protein sequence of the target gene is MSLPRFQRVNFGPYDNYIPVSELSKKSWNQQHFALLFPKPQRPGTKRRSKPSQIRDNTVSIIDEEQLRGDRRQPLWMYRSLMRISERPSVYLAARRQPLKPTRTVEVDSKAAEIGKKGEDKTTQKDTTDSESELKQGKKDSKKGKDIEKGKEEKLDAKKDSKKGKKDAEKGKDSATESEDEKGGAKKDNKKDKKDSNKGKDSATESEGEKGGTEKDSKKGKKDSKKGKDSAIELQAVKADEKKDEDGKKDANKGDESKDAKKDAKEIKKGKKDKKKPSSTDSDSKDDVKKESKKDATKDA.... Result: 1 (interaction). (2) The miRNA is mmu-miR-1933-3p with sequence CCAGGACCAUCAGUGUGACUAU. The protein sequence of the target gene is MAADSREEKDGELNVLDDILTEVPEQDDELYNPESEQDKNEKKGSKRKSDRMESTDTKRQKPSVHSRQLVSKPLSSSVSNNKRIVSTKGKSATEYKNEEYQRSERNKRLDADRKIRLSSSASREPYKNQPEKTCVRKRDPERRAKSPTPDGSERIGLEVDRRASRSSQSSKEEVNSEEYGSDHETGSSGSSDEQGNNTENEEEGVEEDVEEDEEVEEDAEEDEEVDEDGEEEEEEEEEEEEEEEEEEEEYEQDERDQKEEGNDYDTRSEASDSGSESVSFTDGSVRSGSGTDGSDEKKKE.... Result: 0 (no interaction).